Dataset: Catalyst prediction with 721,799 reactions and 888 catalyst types from USPTO. Task: Predict which catalyst facilitates the given reaction. (1) Reactant: Br[C:2]1[CH:11]=[C:10]2[C:5]([CH:6]=[C:7]([NH:12][C:13]([CH:15]3[CH2:17][CH2:16]3)=[O:14])[N:8]=[CH:9]2)=[CH:4][CH:3]=1.[OH:18][CH2:19][C:20]1[CH:21]=[C:22](B(O)O)[CH:23]=[CH:24][CH:25]=1.C(=O)([O-])[O-].[Cs+].[Cs+].C(OCC)(=O)C. The catalyst class is: 622. Product: [OH:18][CH2:19][C:20]1[CH:25]=[C:24]([C:2]2[CH:11]=[C:10]3[C:5]([CH:6]=[C:7]([NH:12][C:13]([CH:15]4[CH2:17][CH2:16]4)=[O:14])[N:8]=[CH:9]3)=[CH:4][CH:3]=2)[CH:23]=[CH:22][CH:21]=1. (2) Reactant: [N:1]1[CH:6]=[CH:5][CH:4]=[C:3]([S:7](Cl)(=[O:9])=[O:8])[CH:2]=1.[F:11][C:12]([F:33])([F:32])[C:13]1[CH:14]=[C:15]([C:19]2[N:20]=[C:21]([CH:24]3[CH2:29][CH2:28][CH:27]([CH2:30][NH2:31])[CH2:26][CH2:25]3)[NH:22][CH:23]=2)[CH:16]=[CH:17][CH:18]=1.C(N(CC)CC)C. Product: [F:33][C:12]([F:11])([F:32])[C:13]1[CH:14]=[C:15]([C:19]2[N:20]=[C:21]([C@H:24]3[CH2:25][CH2:26][C@H:27]([CH2:30][NH:31][S:7]([C:3]4[CH:2]=[N:1][CH:6]=[CH:5][CH:4]=4)(=[O:9])=[O:8])[CH2:28][CH2:29]3)[NH:22][CH:23]=2)[CH:16]=[CH:17][CH:18]=1. The catalyst class is: 2.